From a dataset of M1 muscarinic receptor antagonist screen with 61,756 compounds. Binary Classification. Given a drug SMILES string, predict its activity (active/inactive) in a high-throughput screening assay against a specified biological target. The compound is O(c1ccc(c2nn(c(=O)c3c2cccc3)C)cc1)CC(OC)=O. The result is 0 (inactive).